Dataset: Peptide-MHC class II binding affinity with 134,281 pairs from IEDB. Task: Regression. Given a peptide amino acid sequence and an MHC pseudo amino acid sequence, predict their binding affinity value. This is MHC class II binding data. (1) The peptide sequence is AAATAGTTPYGAFAA. The MHC is HLA-DQA10401-DQB10402 with pseudo-sequence HLA-DQA10401-DQB10402. The binding affinity (normalized) is 0.430. (2) The peptide sequence is TLSVTFIGAAPLILSY. The MHC is HLA-DQA10501-DQB10201 with pseudo-sequence HLA-DQA10501-DQB10201. The binding affinity (normalized) is 0.656. (3) The peptide sequence is STVVASVTIIDRSLP. The MHC is HLA-DQA10501-DQB10301 with pseudo-sequence HLA-DQA10501-DQB10301. The binding affinity (normalized) is 0.683. (4) The peptide sequence is YDKFLANVSTVLTGL. The MHC is DRB1_0401 with pseudo-sequence DRB1_0401. The binding affinity (normalized) is 0.666. (5) The peptide sequence is AAATAGSTVYGAFAA. The MHC is HLA-DQA10401-DQB10402 with pseudo-sequence HLA-DQA10401-DQB10402. The binding affinity (normalized) is 0.530. (6) The peptide sequence is AIVYYSMYGHIKKMA. The MHC is HLA-DPA10103-DPB10301 with pseudo-sequence HLA-DPA10103-DPB10301. The binding affinity (normalized) is 0.568. (7) The peptide sequence is RVSDVSVLMKEYDVS. The MHC is DRB1_0401 with pseudo-sequence DRB1_0401. The binding affinity (normalized) is 0.523. (8) The MHC is DRB3_0202 with pseudo-sequence DRB3_0202. The peptide sequence is YVAWMSATAALAREA. The binding affinity (normalized) is 0.778.